This data is from Forward reaction prediction with 1.9M reactions from USPTO patents (1976-2016). The task is: Predict the product of the given reaction. (1) The product is: [N:11]1[C:10]2[N:3]3[CH:4]=[CH:5][N:1]=[C:2]3[CH2:6][CH2:7][O:8][C:9]=2[CH:18]=[C:13]([C:14]([O:16][CH3:17])=[O:15])[CH:12]=1. Given the reactants [NH:1]1[CH:5]=[CH:4][N:3]=[C:2]1[CH2:6][CH2:7][O:8][C:9]1[C:10](I)=[N:11][CH:12]=[C:13]([CH:18]=1)[C:14]([O:16][CH3:17])=[O:15].C1C=C2C(C(O)(O)C(=O)C2=CC=1)=O.C(=O)([O-])[O-].[K+].[K+].O, predict the reaction product. (2) Given the reactants C(OC(=O)[NH:7][C:8]1[CH:13]=[CH:12][C:11]([C:14]([F:17])([F:16])[F:15])=[CH:10][C:9]=1[NH:18][C:19](=[O:35])[CH2:20][C:21]([C:23]1[CH:28]=[CH:27][N:26]=[C:25]([C:29]2[CH:30]=[N:31][CH:32]=[CH:33][CH:34]=2)[CH:24]=1)=O)(C)(C)C.C(O)(C(F)(F)F)=O, predict the reaction product. The product is: [N:26]1[CH:27]=[CH:28][C:23]([C:21]2[CH2:20][C:19](=[O:35])[NH:18][C:9]3[CH:10]=[C:11]([C:14]([F:17])([F:16])[F:15])[CH:12]=[CH:13][C:8]=3[N:7]=2)=[CH:24][C:25]=1[C:29]1[CH:30]=[N:31][CH:32]=[CH:33][CH:34]=1. (3) Given the reactants [Br:1][C:2]1[CH:3]=[C:4]2[N:9]([CH:10]=1)[N:8]=[CH:7][N:6]=[C:5]2Cl.Cl.[NH:13]1[CH2:16][CH:15]([C:17]([O:19][CH3:20])=[O:18])[CH2:14]1.CCN(C(C)C)C(C)C, predict the reaction product. The product is: [Br:1][C:2]1[CH:3]=[C:4]2[N:9]([CH:10]=1)[N:8]=[CH:7][N:6]=[C:5]2[N:13]1[CH2:16][CH:15]([C:17]([O:19][CH3:20])=[O:18])[CH2:14]1. (4) Given the reactants [CH:1]([NH:4][C:5]([C@@H:7]1[CH2:12][CH2:11][C@H:10]([N:13]2[C:21]3[CH:20]=[C:19]([O:22][CH2:23][CH2:24][N:25]4[CH2:30][CH2:29][CH2:28][CH2:27][CH2:26]4)[N:18]=[CH:17][C:16]=3[NH:15]/[C:14]/2=[N:31]\C(C2C=CC3C=CSC=3C=2)=O)[CH2:9][CH2:8]1)=[O:6])([CH3:3])[CH3:2].[F:43][C:44]1[CH:45]=[C:46]([CH:50]=[C:51]([O:53][CH3:54])[CH:52]=1)[C:47]([OH:49])=O, predict the reaction product. The product is: [F:43][C:44]1[CH:45]=[C:46]([CH:50]=[C:51]([O:53][CH3:54])[CH:52]=1)[C:47](/[N:31]=[C:14]1/[N:13]([C@H:10]2[CH2:9][CH2:8][C@@H:7]([C:5](=[O:6])[NH:4][CH:1]([CH3:2])[CH3:3])[CH2:12][CH2:11]2)[C:21]2[CH:20]=[C:19]([O:22][CH2:23][CH2:24][N:25]3[CH2:30][CH2:29][CH2:28][CH2:27][CH2:26]3)[N:18]=[CH:17][C:16]=2[NH:15]/1)=[O:49]. (5) Given the reactants [NH2:1][CH2:2][CH2:3][CH2:4][OH:5].C[O:7][C:8](=[O:18])[CH2:9][C:10]1[CH:15]=[CH:14][CH:13]=[C:12]([CH2:16]Br)[CH:11]=1.C(=O)([O-])[O-].[K+].[K+].[C:25]([O:29][C:30](O[C:30]([O:29][C:25]([CH3:28])([CH3:27])[CH3:26])=[O:31])=[O:31])([CH3:28])([CH3:27])[CH3:26], predict the reaction product. The product is: [C:25]([O:29][C:30]([N:1]([CH2:16][C:12]1[CH:11]=[C:10]([CH2:9][C:8]([OH:7])=[O:18])[CH:15]=[CH:14][CH:13]=1)[CH2:2][CH2:3][CH2:4][OH:5])=[O:31])([CH3:28])([CH3:27])[CH3:26].